Dataset: Retrosynthesis with 50K atom-mapped reactions and 10 reaction types from USPTO. Task: Predict the reactants needed to synthesize the given product. (1) Given the product COCCn1nc(C(C)(C)C)nc1CC(=O)O, predict the reactants needed to synthesize it. The reactants are: CCOC(=O)Cc1nc(C(C)(C)C)nn1CCOC. (2) Given the product COC(=O)c1cnc(C2CCNCC2)nc1, predict the reactants needed to synthesize it. The reactants are: COC(=O)c1cnc(C2CCN(C(=O)OC(C)(C)C)CC2)nc1.